From a dataset of CYP2C9 inhibition data for predicting drug metabolism from PubChem BioAssay. Regression/Classification. Given a drug SMILES string, predict its absorption, distribution, metabolism, or excretion properties. Task type varies by dataset: regression for continuous measurements (e.g., permeability, clearance, half-life) or binary classification for categorical outcomes (e.g., BBB penetration, CYP inhibition). Dataset: cyp2c9_veith. The compound is CC(C(=O)NC1CCCC1)N(C(=O)c1snc(C(N)=O)c1N)c1ccc2c(c1)OCCO2. The result is 1 (inhibitor).